This data is from Catalyst prediction with 721,799 reactions and 888 catalyst types from USPTO. The task is: Predict which catalyst facilitates the given reaction. (1) Reactant: Cl[C:2]1[N:7]=[C:6]([C:8]2[CH:9]=[N:10][C:11]([NH2:14])=[N:12][CH:13]=2)[CH:5]=[CH:4][N:3]=1.[F:15][C:16]1[CH:22]=[CH:21][C:19]([NH2:20])=[CH:18][CH:17]=1.CS(C)=O.[Cl-]. Product: [F:15][C:16]1[CH:22]=[CH:21][C:19]([NH:20][C:2]2[N:7]=[C:6]([C:8]3[CH:9]=[N:10][C:11]([NH2:14])=[N:12][CH:13]=3)[CH:5]=[CH:4][N:3]=2)=[CH:18][CH:17]=1. The catalyst class is: 1. (2) Reactant: ClC(N(C)C)=C(C)C.[N:9]1([C:13]([C:15]2[N:16]=[CH:17][C:18]([O:21][C:22]3[CH:23]=[C:24]([CH:28]=[C:29]([O:31][C@H:32]4[CH2:36][CH2:35][N:34]([CH3:37])[C:33]4=[O:38])[CH:30]=3)[C:25]([OH:27])=O)=[N:19][CH:20]=2)=[O:14])[CH2:12][CH2:11][CH2:10]1.[CH3:39][C:40]1[N:41]=[C:42]([NH2:45])[S:43][CH:44]=1.N1C=CC=CC=1. Product: [N:9]1([C:13]([C:15]2[N:16]=[CH:17][C:18]([O:21][C:22]3[CH:23]=[C:24]([CH:28]=[C:29]([O:31][C@H:32]4[CH2:36][CH2:35][N:34]([CH3:37])[C:33]4=[O:38])[CH:30]=3)[C:25]([NH:45][C:42]3[S:43][CH:44]=[C:40]([CH3:39])[N:41]=3)=[O:27])=[N:19][CH:20]=2)=[O:14])[CH2:10][CH2:11][CH2:12]1. The catalyst class is: 2. (3) Reactant: [CH2:1]([O:3][C:4]1[CH:5]=[C:6]([CH:25]=[C:26]([O:29][CH2:30][CH3:31])[C:27]=1[F:28])[CH2:7][N:8]1[CH2:13][CH2:12][CH:11]([NH:14][C:15]2[O:16][C:17]3[C:23]([NH2:24])=[CH:22][CH:21]=[CH:20][C:18]=3[N:19]=2)[CH2:10][CH2:9]1)[CH3:2].[N:32]1[CH:37]=[CH:36][CH:35]=[C:34]([CH2:38][C:39](O)=[O:40])[CH:33]=1.Cl.CN(C)CCCN=C=NCC. Product: [CH2:1]([O:3][C:4]1[CH:5]=[C:6]([CH:25]=[C:26]([O:29][CH2:30][CH3:31])[C:27]=1[F:28])[CH2:7][N:8]1[CH2:13][CH2:12][CH:11]([NH:14][C:15]2[O:16][C:17]3[C:23]([NH:24][C:39](=[O:40])[CH2:38][C:34]4[CH:33]=[N:32][CH:37]=[CH:36][CH:35]=4)=[CH:22][CH:21]=[CH:20][C:18]=3[N:19]=2)[CH2:10][CH2:9]1)[CH3:2]. The catalyst class is: 166. (4) Reactant: [Cl:1][C:2]1[CH:3]=[CH:4][C:5]([NH:8][CH2:9][CH2:10][CH2:11][NH2:12])=[N:6][CH:7]=1.[F:13][C:14]([F:29])([F:28])[C:15]1[CH:16]=[C:17]([CH:21]=[C:22]([C:24]([F:27])([F:26])[F:25])[CH:23]=1)[C:18](O)=[O:19].O.ON1C2C=CC=CC=2N=N1.Cl.CN(C)CCCN=C=NCC.C(N(CC)C(C)C)(C)C. Product: [Cl:1][C:2]1[CH:3]=[CH:4][C:5]([NH:8][CH2:9][CH2:10][CH2:11][NH:12][C:18](=[O:19])[C:17]2[CH:21]=[C:22]([C:24]([F:25])([F:26])[F:27])[CH:23]=[C:15]([C:14]([F:13])([F:28])[F:29])[CH:16]=2)=[N:6][CH:7]=1. The catalyst class is: 56. (5) Product: [OH:2][C:3]1[CH:11]=[CH:10][CH:9]=[C:8]2[C:4]=1[CH2:5][C:6](=[O:13])[N:7]2[CH3:12]. Reactant: C[O:2][C:3]1[CH:11]=[CH:10][CH:9]=[C:8]2[C:4]=1[CH2:5][C:6](=[O:13])[N:7]2[CH3:12].Br. The catalyst class is: 6. (6) Reactant: [F:1][C:2]1[C:3]([N+:12]([O-])=O)=[C:4]([CH2:8][C:9](O)=[O:10])[CH:5]=[CH:6][CH:7]=1. Product: [F:1][C:2]1[CH:7]=[CH:6][CH:5]=[C:4]2[C:3]=1[NH:12][C:9](=[O:10])[CH2:8]2. The catalyst class is: 285.